This data is from NCI-60 drug combinations with 297,098 pairs across 59 cell lines. The task is: Regression. Given two drug SMILES strings and cell line genomic features, predict the synergy score measuring deviation from expected non-interaction effect. (1) Drug 1: C1=CC(=C2C(=C1NCCNCCO)C(=O)C3=C(C=CC(=C3C2=O)O)O)NCCNCCO. Drug 2: CC1OCC2C(O1)C(C(C(O2)OC3C4COC(=O)C4C(C5=CC6=C(C=C35)OCO6)C7=CC(=C(C(=C7)OC)O)OC)O)O. Cell line: SK-MEL-2. Synergy scores: CSS=53.3, Synergy_ZIP=2.62, Synergy_Bliss=3.98, Synergy_Loewe=3.00, Synergy_HSA=8.38. (2) Drug 1: CC1=C(C(CCC1)(C)C)C=CC(=CC=CC(=CC(=O)O)C)C. Drug 2: CC12CCC3C(C1CCC2O)C(CC4=C3C=CC(=C4)O)CCCCCCCCCS(=O)CCCC(C(F)(F)F)(F)F. Cell line: KM12. Synergy scores: CSS=4.43, Synergy_ZIP=1.06, Synergy_Bliss=2.81, Synergy_Loewe=1.72, Synergy_HSA=-0.819. (3) Drug 1: CC12CCC3C(C1CCC2O)C(CC4=C3C=CC(=C4)O)CCCCCCCCCS(=O)CCCC(C(F)(F)F)(F)F. Drug 2: C1CNP(=O)(OC1)N(CCCl)CCCl. Cell line: OVCAR-4. Synergy scores: CSS=-6.80, Synergy_ZIP=1.72, Synergy_Bliss=-1.23, Synergy_Loewe=-5.26, Synergy_HSA=-5.09. (4) Drug 1: CC1=C2C(C(=O)C3(C(CC4C(C3C(C(C2(C)C)(CC1OC(=O)C(C(C5=CC=CC=C5)NC(=O)OC(C)(C)C)O)O)OC(=O)C6=CC=CC=C6)(CO4)OC(=O)C)OC)C)OC. Drug 2: CCN(CC)CCNC(=O)C1=C(NC(=C1C)C=C2C3=C(C=CC(=C3)F)NC2=O)C. Cell line: HOP-62. Synergy scores: CSS=46.5, Synergy_ZIP=10.0, Synergy_Bliss=9.61, Synergy_Loewe=-16.5, Synergy_HSA=8.58. (5) Drug 1: CC(C)(C#N)C1=CC(=CC(=C1)CN2C=NC=N2)C(C)(C)C#N. Drug 2: CCC1=C2CN3C(=CC4=C(C3=O)COC(=O)C4(CC)O)C2=NC5=C1C=C(C=C5)O. Cell line: UO-31. Synergy scores: CSS=25.8, Synergy_ZIP=-3.88, Synergy_Bliss=3.35, Synergy_Loewe=-40.6, Synergy_HSA=-1.05. (6) Drug 1: C1=CC=C(C(=C1)C(C2=CC=C(C=C2)Cl)C(Cl)Cl)Cl. Drug 2: B(C(CC(C)C)NC(=O)C(CC1=CC=CC=C1)NC(=O)C2=NC=CN=C2)(O)O. Cell line: SK-OV-3. Synergy scores: CSS=27.6, Synergy_ZIP=-3.96, Synergy_Bliss=-1.41, Synergy_Loewe=-36.9, Synergy_HSA=-0.998. (7) Drug 1: CN1CCC(CC1)COC2=C(C=C3C(=C2)N=CN=C3NC4=C(C=C(C=C4)Br)F)OC. Drug 2: C(CC(=O)O)C(=O)CN.Cl. Cell line: EKVX. Synergy scores: CSS=25.2, Synergy_ZIP=-4.27, Synergy_Bliss=-2.56, Synergy_Loewe=-0.154, Synergy_HSA=0.887. (8) Drug 1: CC1C(C(CC(O1)OC2CC(CC3=C2C(=C4C(=C3O)C(=O)C5=C(C4=O)C(=CC=C5)OC)O)(C(=O)CO)O)N)O.Cl. Drug 2: CC(C)CN1C=NC2=C1C3=CC=CC=C3N=C2N. Cell line: HOP-62. Synergy scores: CSS=40.4, Synergy_ZIP=-2.36, Synergy_Bliss=-5.36, Synergy_Loewe=-6.50, Synergy_HSA=-4.96.